From a dataset of NCI-60 drug combinations with 297,098 pairs across 59 cell lines. Regression. Given two drug SMILES strings and cell line genomic features, predict the synergy score measuring deviation from expected non-interaction effect. Drug 1: C1=CN(C(=O)N=C1N)C2C(C(C(O2)CO)O)O.Cl. Drug 2: CCCCCOC(=O)NC1=NC(=O)N(C=C1F)C2C(C(C(O2)C)O)O. Cell line: HCC-2998. Synergy scores: CSS=32.6, Synergy_ZIP=-6.30, Synergy_Bliss=-4.80, Synergy_Loewe=-28.7, Synergy_HSA=-2.27.